The task is: Predict the product of the given reaction.. This data is from Forward reaction prediction with 1.9M reactions from USPTO patents (1976-2016). (1) The product is: [CH:1]1([NH:4][C:5]([C:7]2[S:19][C:10]3=[N:11][C:12]([OH:17])=[C:13]([Cl:16])[C:14]([CH3:15])=[C:9]3[C:8]=2[NH2:20])=[O:6])[CH2:3][CH2:2]1. Given the reactants [CH:1]1([NH:4][C:5]([C:7]2[S:19][C:10]3=[N:11][C:12]([O:17]C)=[C:13]([Cl:16])[C:14]([CH3:15])=[C:9]3[C:8]=2[NH2:20])=[O:6])[CH2:3][CH2:2]1.C[S-].[Na+], predict the reaction product. (2) Given the reactants [CH2:1]([O:8][C:9]([C:11]1[CH:12]=[C:13]([CH:17]2[C:26]([CH3:28])([CH3:27])[CH:25](O)[C:24]3[C:19](=[C:20]([C:30]([O:32][CH3:33])=[O:31])[CH:21]=[CH:22][CH:23]=3)[NH:18]2)[CH:14]=[CH:15][CH:16]=1)=[O:10])[C:2]1[CH:7]=[CH:6][CH:5]=[CH:4][CH:3]=1.C([SiH](CC)CC)C.FC(F)(F)C(O)=O.C(=O)([O-])[O-].[Na+].[Na+], predict the reaction product. The product is: [CH2:1]([O:8][C:9]([C:11]1[CH:12]=[C:13]([CH:17]2[C:26]([CH3:28])([CH3:27])[CH2:25][C:24]3[C:19](=[C:20]([C:30]([O:32][CH3:33])=[O:31])[CH:21]=[CH:22][CH:23]=3)[NH:18]2)[CH:14]=[CH:15][CH:16]=1)=[O:10])[C:2]1[CH:7]=[CH:6][CH:5]=[CH:4][CH:3]=1. (3) Given the reactants F[C:2]1[CH:9]=[CH:8][C:7]([O:10][CH3:11])=[CH:6][C:3]=1[C:4]#[N:5].[CH3:12][C:13]1[N:14]=[CH:15][NH:16][CH:17]=1.C(=O)([O-])[O-].[K+].[K+], predict the reaction product. The product is: [CH3:11][O:10][C:7]1[CH:8]=[CH:9][C:2]([N:16]2[CH:17]=[C:13]([CH3:12])[N:14]=[CH:15]2)=[C:3]([CH:6]=1)[C:4]#[N:5]. (4) Given the reactants [F:1][C:2]1[CH:7]=[CH:6][C:5]([C:8]2[C:16]3[C:15]([CH2:17][CH2:18][CH2:19][CH2:20][O:21][C:22]4[CH:23]=[N:24][CH:25]=[C:26]([CH:31]=4)[C:27](OC)=[O:28])=[N:14][CH:13]=[N:12][C:11]=3[S:10][CH:9]=2)=[CH:4][CH:3]=1.[CH3:32][NH2:33], predict the reaction product. The product is: [F:1][C:2]1[CH:7]=[CH:6][C:5]([C:8]2[C:16]3[C:15]([CH2:17][CH2:18][CH2:19][CH2:20][O:21][C:22]4[CH:23]=[N:24][CH:25]=[C:26]([CH:31]=4)[C:27]([NH:33][CH3:32])=[O:28])=[N:14][CH:13]=[N:12][C:11]=3[S:10][CH:9]=2)=[CH:4][CH:3]=1.